From a dataset of Catalyst prediction with 721,799 reactions and 888 catalyst types from USPTO. Predict which catalyst facilitates the given reaction. (1) Reactant: [H-].[Na+].[C:3]([O:7][C:8]([NH:10][C:11]1[N:16]=[C:15]([C:17]([O:19][CH2:20][CH3:21])=[O:18])[CH:14]=[CH:13][CH:12]=1)=[O:9])([CH3:6])([CH3:5])[CH3:4].Br[CH2:23][C:24]([O:26][C:27]([CH3:30])([CH3:29])[CH3:28])=[O:25].[Cl-].[NH4+]. Product: [C:27]([O:26][C:24](=[O:25])[CH2:23][N:10]([C:8]([O:7][C:3]([CH3:6])([CH3:5])[CH3:4])=[O:9])[C:11]1[CH:12]=[CH:13][CH:14]=[C:15]([C:17]([O:19][CH2:20][CH3:21])=[O:18])[N:16]=1)([CH3:30])([CH3:29])[CH3:28]. The catalyst class is: 35. (2) Reactant: [Br:1][C:2]1[CH:16]=[C:15](/[CH:17]=[CH:18]/[CH:19]([C:24]2[CH:29]=[C:28]([Cl:30])[C:27]([Cl:31])=[C:26]([Cl:32])[CH:25]=2)[C:20]([F:23])([F:22])[F:21])[CH:14]=[CH:13][C:3]=1[C:4]([NH:6][CH:7]1[CH2:12][CH2:11][NH:10][CH2:9][CH2:8]1)=[O:5].[C:33](Cl)(=[O:35])[CH3:34]. Product: [C:33]([N:10]1[CH2:11][CH2:12][CH:7]([NH:6][C:4](=[O:5])[C:3]2[CH:13]=[CH:14][C:15](/[CH:17]=[CH:18]/[CH:19]([C:24]3[CH:25]=[C:26]([Cl:32])[C:27]([Cl:31])=[C:28]([Cl:30])[CH:29]=3)[C:20]([F:23])([F:21])[F:22])=[CH:16][C:2]=2[Br:1])[CH2:8][CH2:9]1)(=[O:35])[CH3:34]. The catalyst class is: 2. (3) Reactant: [C:1]([O:5][C:6]([N:8]1[CH2:13][CH2:12][CH2:11][C@@H:10]([C@@:14]([C:22]2[CH:23]=[C:24]([CH:28]=[CH:29][CH:30]=2)[C:25](O)=[O:26])([OH:21])[CH2:15][CH2:16][CH2:17][CH2:18][O:19][CH3:20])[CH2:9]1)=[O:7])([CH3:4])([CH3:3])[CH3:2].C(Cl)(=O)C(Cl)=O.[NH4+:37].[OH-].O. Product: [C:25]([C:24]1[CH:23]=[C:22]([C@:14]([C@@H:10]2[CH2:11][CH2:12][CH2:13][N:8]([C:6]([O:5][C:1]([CH3:4])([CH3:3])[CH3:2])=[O:7])[CH2:9]2)([OH:21])[CH2:15][CH2:16][CH2:17][CH2:18][O:19][CH3:20])[CH:30]=[CH:29][CH:28]=1)(=[O:26])[NH2:37]. The catalyst class is: 59.